This data is from Reaction yield outcomes from USPTO patents with 853,638 reactions. The task is: Predict the reaction yield, written as a fraction of the theoretical maximum amount of product (1.0 means a 100% yield; for example, 0.34 means a 34% yield). The reactants are [CH:1]1([N:7]([CH:18]2[CH2:23][CH2:22][CH2:21][CH2:20][CH2:19]2)[C:8]([NH:10][C:11]2[S:12][C:13]([CH:16]=O)=[CH:14][N:15]=2)=[O:9])[CH2:6][CH2:5][CH2:4][CH2:3][CH2:2]1.Cl.[CH2:25]([O:32][C:33]([C@H:35]1[CH2:39][CH2:38][CH2:37][NH:36]1)=[O:34])[C:26]1[CH:31]=[CH:30][CH:29]=[CH:28][CH:27]=1.C(O[BH-](OC(=O)C)OC(=O)C)(=O)C.[Na+]. No catalyst specified. The product is [CH2:25]([O:32][C:33]([C@H:35]1[CH2:39][CH2:38][CH2:37][N:36]1[CH2:16][C:13]1[S:12][C:11]([NH:10][C:8]([N:7]([CH:1]2[CH2:6][CH2:5][CH2:4][CH2:3][CH2:2]2)[CH:18]2[CH2:19][CH2:20][CH2:21][CH2:22][CH2:23]2)=[O:9])=[N:15][CH:14]=1)=[O:34])[C:26]1[CH:27]=[CH:28][CH:29]=[CH:30][CH:31]=1. The yield is 0.780.